Dataset: Peptide-MHC class II binding affinity with 134,281 pairs from IEDB. Task: Regression. Given a peptide amino acid sequence and an MHC pseudo amino acid sequence, predict their binding affinity value. This is MHC class II binding data. The peptide sequence is ISFCNANPGLMKDVA. The MHC is HLA-DQA10301-DQB10302 with pseudo-sequence HLA-DQA10301-DQB10302. The binding affinity (normalized) is 0.181.